This data is from Forward reaction prediction with 1.9M reactions from USPTO patents (1976-2016). The task is: Predict the product of the given reaction. Given the reactants [NH2:1][CH2:2][C:3]1[CH:8]=[CH:7][N:6]=[CH:5][CH:4]=1.C(N(CC)C(C)C)(C)C.Cl[C:19]1[S:20][C:21]([CH:25]=[O:26])=[C:22]([Cl:24])[N:23]=1, predict the reaction product. The product is: [Cl:24][C:22]1[N:23]=[C:19]([NH:1][CH2:2][C:3]2[CH:8]=[CH:7][N:6]=[CH:5][CH:4]=2)[S:20][C:21]=1[CH:25]=[O:26].